Task: Predict the product of the given reaction.. Dataset: Forward reaction prediction with 1.9M reactions from USPTO patents (1976-2016) (1) The product is: [Cl:37][C:38]1[CH:43]=[C:42]([N:17]2[C:18]3[C:14](=[CH:13][C:12]([C:10]([N:7]4[CH2:6][CH2:5][N:4]([CH:1]([CH3:3])[CH3:2])[CH2:9][CH2:8]4)=[O:11])=[CH:20][CH:19]=3)[CH:15]=[C:16]2[C:21]([N:23]2[CH2:24][CH2:25][N:26]([C:29]([N:31]3[CH2:36][CH2:35][CH2:34][CH2:33][CH2:32]3)=[O:30])[CH2:27][CH2:28]2)=[O:22])[CH:41]=[CH:40][CH:39]=1. Given the reactants [CH:1]([N:4]1[CH2:9][CH2:8][N:7]([C:10]([C:12]2[CH:13]=[C:14]3[C:18](=[CH:19][CH:20]=2)[NH:17][C:16]([C:21]([N:23]2[CH2:28][CH2:27][N:26]([C:29]([N:31]4[CH2:36][CH2:35][CH2:34][CH2:33][CH2:32]4)=[O:30])[CH2:25][CH2:24]2)=[O:22])=[CH:15]3)=[O:11])[CH2:6][CH2:5]1)([CH3:3])[CH3:2].[Cl:37][C:38]1[CH:39]=[C:40](B(O)O)[CH:41]=[CH:42][CH:43]=1, predict the reaction product. (2) Given the reactants C([O:8][C:9]1[C:14](=[O:15])[N:13]=[C:12]([CH2:16][C:17]2[CH:22]=[CH:21][CH:20]=[CH:19][C:18]=2[C:23]2[CH:28]=[CH:27][C:26]([F:29])=[C:25]([F:30])[CH:24]=2)[N:11]2[CH2:31][CH2:32][N:33]([CH:36]([CH3:38])[CH3:37])[C:34](=[O:35])[C:10]=12)C1C=CC=CC=1, predict the reaction product. The product is: [F:30][C:25]1[CH:24]=[C:23]([C:18]2[CH:19]=[CH:20][CH:21]=[CH:22][C:17]=2[CH2:16][C:12]2[N:11]3[CH2:31][CH2:32][N:33]([CH:36]([CH3:38])[CH3:37])[C:34](=[O:35])[C:10]3=[C:9]([OH:8])[C:14](=[O:15])[N:13]=2)[CH:28]=[CH:27][C:26]=1[F:29]. (3) Given the reactants [N:1]1([C:6]([O:8][C:9]2[CH:14]=[CH:13][CH:12]=[CH:11][C:10]=2[CH2:15][CH2:16][CH3:17])=[O:7])[CH:5]=[CH:4]N=[CH:2]1.Cl.[O:19]1[C@H:26]2[C@H](NCC2)[C@@H:21]([OH:27])[CH2:20]1.C(N(CC)CC)C, predict the reaction product. The product is: [OH:27][C@@H:21]1[C@H:2]2[N:1]([C:6]([O:8][C:9]3[CH:14]=[CH:13][CH:12]=[CH:11][C:10]=3[CH2:15][CH2:16][CH3:17])=[O:7])[CH2:5][CH2:4][C@H:26]2[O:19][CH2:20]1. (4) Given the reactants Cl.[NH2:2][OH:3].[OH-].[K+].C[O:7][C:8]([CH:10]([NH:12][C:13](=[O:19])[O:14][C:15]([CH3:18])([CH3:17])[CH3:16])[CH3:11])=O.O, predict the reaction product. The product is: [OH:3][NH:2][C:8]([CH:10]([NH:12][C:13](=[O:19])[O:14][C:15]([CH3:18])([CH3:17])[CH3:16])[CH3:11])=[O:7]. (5) Given the reactants [Cl:1][C:2]1[CH:3]2[S:31][C:30]([O:32][CH3:33])=[N:29][CH:4]2[CH:5]=[C:6]2[C:11]=1[N:10]=[C:9]([C:12]1[N:13]([C:21]3[C:26]([Cl:27])=[CH:25][CH:24]=[CH:23][N:22]=3)[N:14]=[C:15]([C:17]([F:20])([F:19])[F:18])[CH:16]=1)[O:8][C:7]2=[O:28].[CH:34]1([CH2:37][NH2:38])[CH2:36][CH2:35]1, predict the reaction product. The product is: [CH:34]1([CH2:37][NH:38][C:7]([C:6]2[C:11]([NH:10][C:9]([C:12]3[N:13]([C:21]4[C:26]([Cl:27])=[CH:25][CH:24]=[CH:23][N:22]=4)[N:14]=[C:15]([C:17]([F:19])([F:20])[F:18])[CH:16]=3)=[O:8])=[C:2]([Cl:1])[CH:3]3[S:31][C:30]([O:32][CH3:33])=[N:29][CH:4]3[CH:5]=2)=[O:28])[CH2:36][CH2:35]1. (6) The product is: [Cl:1][C:2]1[CH:3]=[CH:4][C:5]([CH:8]2[CH2:13][NH:12][C:11](=[O:14])[C:10]3[S:15][C:16]([N:20]4[CH2:25][CH2:24][O:23][CH2:22][CH2:21]4)=[C:17]([CH:18]=[O:28])[C:9]2=3)=[CH:6][CH:7]=1. Given the reactants [Cl:1][C:2]1[CH:7]=[CH:6][C:5]([CH:8]2[CH2:13][NH:12][C:11](=[O:14])[C:10]3[S:15][C:16]([N:20]4[CH2:25][CH2:24][O:23][CH2:22][CH2:21]4)=[C:17]([CH:18]=C)[C:9]2=3)=[CH:4][CH:3]=1.O.I([O-])(=O)(=O)=[O:28].[Na+].N1C(C)=CC=CC=1C, predict the reaction product. (7) Given the reactants I/[CH:2]=[CH:3]\[CH2:4][CH2:5][CH2:6][CH2:7][CH2:8][CH2:9][CH2:10][C:11]([O:13][CH3:14])=[O:12].CCN(CC)CC.[CH:22]#[C:23][CH2:24][CH2:25][CH2:26][CH2:27][CH2:28][CH3:29].Cl, predict the reaction product. The product is: [C:11]([O:13][CH3:14])(=[O:12])[CH2:10][CH2:9][CH2:8][CH2:7][CH2:6][CH2:5][CH2:4]/[CH:3]=[CH:2]\[C:22]#[C:23][CH2:24][CH2:25][CH2:26][CH2:27][CH2:28][CH3:29].